This data is from Full USPTO retrosynthesis dataset with 1.9M reactions from patents (1976-2016). The task is: Predict the reactants needed to synthesize the given product. Given the product [CH:6]1([CH2:9][O:10][C:11]2[CH:12]=[C:13]([CH:14]=[CH:15][CH:16]=2)[CH2:17][C:18]2[CH:23]=[C:22]([C:24]3[C:25]([NH2:30])=[N:26][CH:27]=[CH:28][CH:29]=3)[O:20][N:19]=2)[CH2:8][CH2:7]1, predict the reactants needed to synthesize it. The reactants are: O1CCCC1.[CH:6]1([CH2:9][O:10][C:11]2[CH:12]=[C:13]([CH2:17][C:18](Cl)=[N:19][OH:20])[CH:14]=[CH:15][CH:16]=2)[CH2:8][CH2:7]1.[C:22]([C:24]1[C:25]([NH2:30])=[N:26][CH:27]=[CH:28][CH:29]=1)#[CH:23].C(N(CC)CC)C.